Dataset: NCI-60 drug combinations with 297,098 pairs across 59 cell lines. Task: Regression. Given two drug SMILES strings and cell line genomic features, predict the synergy score measuring deviation from expected non-interaction effect. Drug 1: C1=C(C(=O)NC(=O)N1)N(CCCl)CCCl. Drug 2: C1C(C(OC1N2C=NC(=NC2=O)N)CO)O. Cell line: NCI-H460. Synergy scores: CSS=40.3, Synergy_ZIP=-1.95, Synergy_Bliss=1.39, Synergy_Loewe=0.734, Synergy_HSA=3.01.